Dataset: Cav3 T-type calcium channel HTS with 100,875 compounds. Task: Binary Classification. Given a drug SMILES string, predict its activity (active/inactive) in a high-throughput screening assay against a specified biological target. (1) The result is 0 (inactive). The compound is S1C(N(CCN2CCOCC2)C(=O)C1)c1c(nn(c1)c1ccccc1)c1cc2OCCOc2cc1. (2) The molecule is Brc1sc(S(=O)(=O)N2CCN(CC2)C(OCC)=O)cc1. The result is 0 (inactive). (3) The compound is OC(CN1C(CCCC1C)C)COc1ccc(cc1)C(=O)C. The result is 0 (inactive). (4) The molecule is Clc1cc(OCC(=O)Nc2ccc(N3CCOCC3)cc2)ccc1. The result is 0 (inactive). (5) The drug is Clc1c(OC)c(CNCCNCC(O)C)cc(Cl)c1. The result is 0 (inactive). (6) The molecule is S1C=2N(C(N)=C(C(C2C(OC)=O)c2cc(OC)c(OC)c(OC)c2)C#N)C(=O)C1C. The result is 0 (inactive). (7) The drug is O=C1C(CCCC1)CCC(=O)c1ccc(cc1)C. The result is 0 (inactive).